From a dataset of Full USPTO retrosynthesis dataset with 1.9M reactions from patents (1976-2016). Predict the reactants needed to synthesize the given product. (1) The reactants are: [Cl:1][C:2]1[CH:7]=[CH:6][CH:5]=[CH:4][C:3]=1[N:8]([CH3:13])[CH2:9][C:10](O)=[O:11].C(Cl)(=O)C(Cl)=O.[NH2:20][NH:21][C:22]([NH2:24])=[S:23].N1C=CC=CC=1. Given the product [Cl:1][C:2]1[CH:7]=[CH:6][CH:5]=[CH:4][C:3]=1[N:8]([CH2:9][C:10]([NH:20][NH:21][C:22](=[S:23])[NH2:24])=[O:11])[CH3:13], predict the reactants needed to synthesize it. (2) Given the product [Cl:1][C:2]1[CH:10]=[C:9]2[C:5]([C:6]([C:12]3[N:13]=[C:14]4[C:20]([C:21]([NH:31][C:28]([CH:25]5[CH2:27][CH2:26]5)([CH3:30])[CH3:29])=[O:23])=[CH:19][NH:18][C:15]4=[N:16][CH:17]=3)=[N:7][N:8]2[CH3:11])=[CH:4][CH:3]=1, predict the reactants needed to synthesize it. The reactants are: [Cl:1][C:2]1[CH:10]=[C:9]2[C:5]([C:6]([C:12]3[N:13]=[C:14]4[C:20]([C:21]([OH:23])=O)=[CH:19][NH:18][C:15]4=[N:16][CH:17]=3)=[N:7][N:8]2[CH3:11])=[CH:4][CH:3]=1.Cl.[CH:25]1([C:28]([NH2:31])([CH3:30])[CH3:29])[CH2:27][CH2:26]1.CCN=C=NCCCN(C)C.CCN(C(C)C)C(C)C.CN(C(ON1N=NC2C=CC=NC1=2)=[N+](C)C)C.F[P-](F)(F)(F)(F)F. (3) Given the product [C:44]1([S:50][C:2]2[CH:34]=[CH:33][C:5]3=[N:6][N:7]([C:9]4[CH:14]=[C:13]([C:15]([CH2:18][C:19]([CH3:22])([CH3:21])[CH3:20])([CH3:17])[CH3:16])[CH:12]=[C:11]([C:23]([C:26]5[CH:31]=[CH:30][CH:29]=[CH:28][CH:27]=5)([CH3:25])[CH3:24])[C:10]=4[OH:32])[N:8]=[C:4]3[CH:3]=2)[CH:49]=[CH:48][CH:47]=[CH:46][CH:45]=1, predict the reactants needed to synthesize it. The reactants are: Cl[C:2]1[CH:34]=[CH:33][C:5]2=[N:6][N:7]([C:9]3[CH:14]=[C:13]([C:15]([CH2:18][C:19]([CH3:22])([CH3:21])[CH3:20])([CH3:17])[CH3:16])[CH:12]=[C:11]([C:23]([C:26]4[CH:31]=[CH:30][CH:29]=[CH:28][CH:27]=4)([CH3:25])[CH3:24])[C:10]=3[OH:32])[N:8]=[C:4]2[CH:3]=1.CN1CCCC1=O.[OH-].[K+].[C:44]1([SH:50])[CH:49]=[CH:48][CH:47]=[CH:46][CH:45]=1. (4) Given the product [CH3:30][Si:29]([CH3:31])([C:32]([CH3:35])([CH3:34])[CH3:33])[O:6][CH2:7][C@@H:8]1[C@@H:15]2[C@@H:11]([O:12][C:13](=[O:16])[CH2:14]2)[CH2:10][C@H:9]1[O:17][CH:18]1[CH2:23][CH2:22][CH2:21][CH2:20][O:19]1, predict the reactants needed to synthesize it. The reactants are: CN(C)C=O.[OH:6][CH2:7][C@@H:8]1[C@@H:15]2[C@@H:11]([O:12][C:13](=[O:16])[CH2:14]2)[CH2:10][C@H:9]1[O:17][CH:18]1[CH2:23][CH2:22][CH2:21][CH2:20][O:19]1.N1C=CN=C1.[Si:29](Cl)([C:32]([CH3:35])([CH3:34])[CH3:33])([CH3:31])[CH3:30]. (5) Given the product [CH:1]1([CH2:4][C:5]2[N:10]3[N:11]=[CH:12][C:13]([N:19]4[CH2:20][CH2:21][CH:22]([C:25]5[C:30]([F:31])=[CH:29][CH:28]=[C:27]([F:32])[C:26]=5[O:33][CH3:34])[CH2:23][CH2:24]4)=[C:14]([C:15]([F:16])([F:18])[F:17])[C:9]3=[N:8][N:7]=2)[CH2:3][CH2:2]1, predict the reactants needed to synthesize it. The reactants are: [CH:1]1([CH2:4][C:5]([NH:7][NH:8][C:9]2[N:10]=[N:11][CH:12]=[C:13]([N:19]3[CH2:24][CH2:23][CH:22]([C:25]4[C:30]([F:31])=[CH:29][CH:28]=[C:27]([F:32])[C:26]=4[O:33][CH3:34])[CH2:21][CH2:20]3)[C:14]=2[C:15]([F:18])([F:17])[F:16])=O)[CH2:3][CH2:2]1.P(Cl)(Cl)(Cl)=O. (6) Given the product [C:1]1([CH:7]([C:29]2[CH:34]=[CH:33][CH:32]=[CH:31][CH:30]=2)[N:8]2[CH2:13][CH2:12][CH:11]([CH2:14][CH2:15][CH2:16][CH2:17][NH2:18])[CH2:10][CH2:9]2)[CH:2]=[CH:3][CH:4]=[CH:5][CH:6]=1, predict the reactants needed to synthesize it. The reactants are: [C:1]1([CH:7]([C:29]2[CH:34]=[CH:33][CH:32]=[CH:31][CH:30]=2)[N:8]2[CH2:13][CH2:12][CH:11]([CH2:14][CH2:15][CH2:16][CH2:17][N:18]3C(=O)C4C(=CC=CC=4)C3=O)[CH2:10][CH2:9]2)[CH:6]=[CH:5][CH:4]=[CH:3][CH:2]=1.O.NN. (7) Given the product [S:1]1[CH:5]=[CH:4][C:3]([CH:6]2[O:10][CH2:9][CH2:8][O:7]2)=[CH:2]1, predict the reactants needed to synthesize it. The reactants are: [S:1]1[CH:5]=[CH:4][C:3]([CH:6]=[O:7])=[CH:2]1.[CH2:8](O)[CH2:9][OH:10]. (8) Given the product [CH3:1][O:2][C:3]1[CH:8]=[CH:7][C:6]([O:9][CH3:10])=[CH:5][C:4]=1[C:11]1[C:12](=[O:23])[O:13][C:14]2[C:19]([C:20]=1[CH3:21])=[CH:18][CH:17]=[C:16]([O:22][C:31]([N:33]1[CH2:38][CH2:37][O:36][CH2:35][CH2:34]1)=[O:32])[CH:15]=2, predict the reactants needed to synthesize it. The reactants are: [CH3:1][O:2][C:3]1[CH:8]=[CH:7][C:6]([O:9][CH3:10])=[CH:5][C:4]=1[C:11]1[C:12](=[O:23])[O:13][C:14]2[C:19]([C:20]=1[CH3:21])=[CH:18][CH:17]=[C:16]([OH:22])[CH:15]=2.[I-].C[N+]1C=CN([C:31]([N:33]2[CH2:38][CH2:37][O:36][CH2:35][CH2:34]2)=[O:32])C=1. (9) The reactants are: Cl[C:2]1[CH:7]=[N:6][CH:5]=[C:4]([O:8][CH2:9][CH2:10][CH2:11][CH2:12][O:13][C:14]2[CH:19]=[CH:18][CH:17]=[CH:16][CH:15]=2)[N:3]=1.O(CCCCO)C1C=CC=CC=1.[NH:32]1[CH2:37][CH2:36][NH:35][CH2:34][CH2:33]1.C([O-])([O-])=O.[K+].[K+].O=[O+][O-]. Given the product [O:13]([CH2:12][CH2:11][CH2:10][CH2:9][O:8][C:4]1[CH:5]=[N:6][CH:7]=[C:2]([N:32]2[CH2:37][CH2:36][NH:35][CH2:34][CH2:33]2)[N:3]=1)[C:14]1[CH:19]=[CH:18][CH:17]=[CH:16][CH:15]=1, predict the reactants needed to synthesize it.